Dataset: Full USPTO retrosynthesis dataset with 1.9M reactions from patents (1976-2016). Task: Predict the reactants needed to synthesize the given product. (1) Given the product [Br:17][C:16]1[N:11]2[CH:12]=[CH:13][N:14]=[CH:15][C:10]2=[N:9][C:8]=1[C:5]1[CH:4]=[CH:3][C:2]([F:1])=[CH:7][CH:6]=1, predict the reactants needed to synthesize it. The reactants are: [F:1][C:2]1[CH:7]=[CH:6][C:5]([C:8]2[N:9]=[C:10]3[CH:15]=[N:14][CH:13]=[CH:12][N:11]3[CH:16]=2)=[CH:4][CH:3]=1.[Br:17]N1C(=O)CCC1=O. (2) Given the product [F:2][C:3]1[CH:4]=[C:5]([CH:45]=[CH:46][CH:47]=1)[CH2:6][N:7]1[C:11]([CH3:12])=[C:10]([C:13]2[C:21]3[C:16](=[N:17][CH:18]=[C:19]([C:22]4[CH:27]=[CH:26][C:25]([N:28]5[CH2:33][CH2:32][N:31]([CH2:48][C@@H:49]([OH:50])[CH3:51])[CH2:30][CH2:29]5)=[N:24][CH:23]=4)[CH:20]=3)[N:15]([S:34]([C:37]3[CH:38]=[CH:39][C:40]([CH3:41])=[CH:42][CH:43]=3)(=[O:36])=[O:35])[CH:14]=2)[C:9]([CH3:44])=[N:8]1, predict the reactants needed to synthesize it. The reactants are: Cl.[F:2][C:3]1[CH:4]=[C:5]([CH:45]=[CH:46][CH:47]=1)[CH2:6][N:7]1[C:11]([CH3:12])=[C:10]([C:13]2[C:21]3[C:16](=[N:17][CH:18]=[C:19]([C:22]4[CH:23]=[N:24][C:25]([N:28]5[CH2:33][CH2:32][NH:31][CH2:30][CH2:29]5)=[CH:26][CH:27]=4)[CH:20]=3)[N:15]([S:34]([C:37]3[CH:43]=[CH:42][C:40]([CH3:41])=[CH:39][CH:38]=3)(=[O:36])=[O:35])[CH:14]=2)[C:9]([CH3:44])=[N:8]1.[CH3:48][C@H:49]1[CH2:51][O:50]1.CCN(C(C)C)C(C)C. (3) Given the product [CH2:1]([O:3][C:4]([NH:6][C:7]1[CH:8]=[C:9]2[C:14](=[CH:15][CH:16]=1)[C:13]([CH3:17])=[N:12][CH:11]=[CH:10]2)=[O:5])[CH3:2], predict the reactants needed to synthesize it. The reactants are: [CH2:1]([O:3][C:4]([NH:6][C:7]1[CH:8]=[C:9]2[C:14](=[CH:15][CH:16]=1)[C:13]([CH3:17])=[N:12][CH2:11][CH2:10]2)=[O:5])[CH3:2]. (4) Given the product [F:18][C:19]1[CH:20]=[C:21]([CH:25]=[C:26]([C:28]([F:31])([F:30])[F:29])[CH:27]=1)[C:22]([N:14]([C:9]1[CH:10]=[N:11][CH:12]=[CH:13][C:8]=1[C:5]1[CH:6]=[CH:7][C:2]([F:1])=[CH:3][C:4]=1[O:16][CH3:17])[CH3:15])=[O:23], predict the reactants needed to synthesize it. The reactants are: [F:1][C:2]1[CH:7]=[CH:6][C:5]([C:8]2[CH:13]=[CH:12][N:11]=[CH:10][C:9]=2[NH:14][CH3:15])=[C:4]([O:16][CH3:17])[CH:3]=1.[F:18][C:19]1[CH:20]=[C:21]([CH:25]=[C:26]([C:28]([F:31])([F:30])[F:29])[CH:27]=1)[C:22](Cl)=[O:23]. (5) Given the product [CH3:1][O:2][C:3]1[CH:4]=[C:5]([CH3:24])[C:6]([S:10]([N:13]([CH2:15][C:16]2[O:20][CH:19]=[C:18]([C:21]([N:47]([CH3:46])[CH2:48][C:49]3[CH:54]=[CH:53][CH:52]=[C:51]([CH2:55][N:56]4[CH2:60][CH2:59][CH2:58][CH2:57]4)[CH:50]=3)=[O:23])[CH:17]=2)[CH3:14])(=[O:12])=[O:11])=[C:7]([CH3:9])[CH:8]=1, predict the reactants needed to synthesize it. The reactants are: [CH3:1][O:2][C:3]1[CH:8]=[C:7]([CH3:9])[C:6]([S:10]([N:13]([CH2:15][C:16]2[O:20][CH:19]=[C:18]([C:21]([OH:23])=O)[CH:17]=2)[CH3:14])(=[O:12])=[O:11])=[C:5]([CH3:24])[CH:4]=1.C1N=CN(C(N2C=NC=C2)=O)C=1.CCN(C(C)C)C(C)C.[CH3:46][NH:47][CH2:48][C:49]1[CH:54]=[CH:53][CH:52]=[C:51]([CH2:55][N:56]2[CH2:60][CH2:59][CH2:58][CH2:57]2)[CH:50]=1. (6) Given the product [O:3]=[CH:4][CH2:5][CH2:6][CH2:7][NH:8][C:9]([N:11]1[CH2:12][CH2:13][CH:14]([C:17]2[CH:22]=[CH:21][CH:20]=[CH:19][CH:18]=2)[CH2:15][CH2:16]1)=[O:10], predict the reactants needed to synthesize it. The reactants are: C([O:3][CH:4](OCC)[CH2:5][CH2:6][CH2:7][NH:8][C:9]([N:11]1[CH2:16][CH2:15][CH:14]([C:17]2[CH:22]=[CH:21][CH:20]=[CH:19][CH:18]=2)[CH2:13][CH2:12]1)=[O:10])C.C(O)(=O)C.Cl. (7) Given the product [F:17][C:5]1[C:6]([C:8]2[CH:13]=[CH:12][C:11]([F:14])=[CH:10][C:9]=2[O:15][CH3:16])=[CH:7][C:2]([NH:18][C:19]2[CH:24]=[C:23]([CH2:25][S:26][CH2:27][CH2:28][OH:29])[CH:22]=[CH:21][N:20]=2)=[N:3][CH:4]=1, predict the reactants needed to synthesize it. The reactants are: Cl[C:2]1[CH:7]=[C:6]([C:8]2[CH:13]=[CH:12][C:11]([F:14])=[CH:10][C:9]=2[O:15][CH3:16])[C:5]([F:17])=[CH:4][N:3]=1.[NH2:18][C:19]1[CH:24]=[C:23]([CH2:25][S:26][CH2:27][CH2:28][OH:29])[CH:22]=[CH:21][N:20]=1.C(=O)([O-])[O-].[Cs+].[Cs+]. (8) Given the product [Br:1][C:2]1[CH:3]=[C:4]([CH:8]([O:12][Si:13]([C:16]([CH3:19])([CH3:18])[CH3:17])([CH3:15])[CH3:14])[CH2:9][CH:10]([OH:11])[CH2:22][CH:21]=[CH2:20])[CH:5]=[CH:6][CH:7]=1, predict the reactants needed to synthesize it. The reactants are: [Br:1][C:2]1[CH:3]=[C:4]([CH:8]([O:12][Si:13]([C:16]([CH3:19])([CH3:18])[CH3:17])([CH3:15])[CH3:14])[CH2:9][CH:10]=[O:11])[CH:5]=[CH:6][CH:7]=1.[CH2:20]([Mg]Br)[CH:21]=[CH2:22].